From a dataset of Full USPTO retrosynthesis dataset with 1.9M reactions from patents (1976-2016). Predict the reactants needed to synthesize the given product. (1) Given the product [CH3:27][O:26][CH2:25][CH2:24][N:16]1[CH:17]=[C:13]([C:7]2[CH:8]=[CH:9][CH:10]=[CH:11][CH:12]=2)[CH:14]=[C:15]1[C:18]([O:20][CH2:21][CH3:22])=[O:19], predict the reactants needed to synthesize it. The reactants are: CC(C)([O-])C.[K+].[C:7]1([C:13]2[CH:14]=[C:15]([C:18]([O:20][CH2:21][CH3:22])=[O:19])[NH:16][CH:17]=2)[CH:12]=[CH:11][CH:10]=[CH:9][CH:8]=1.Br[CH2:24][CH2:25][O:26][CH3:27]. (2) Given the product [ClH:32].[CH:1]1([NH:4][C:5]([C:7]2[CH:8]=[CH:9][C:10]([CH3:31])=[C:11]([NH:13][C:14](=[O:30])[C:15]3[CH:20]=[CH:19][C:18]([O:21][CH2:22][C:23]4[CH:28]=[CH:27][CH:26]=[CH:25][N:24]=4)=[C:17]([F:29])[CH:16]=3)[CH:12]=2)=[O:6])[CH2:2][CH2:3]1, predict the reactants needed to synthesize it. The reactants are: [CH:1]1([NH:4][C:5]([C:7]2[CH:8]=[CH:9][C:10]([CH3:31])=[C:11]([NH:13][C:14](=[O:30])[C:15]3[CH:20]=[CH:19][C:18]([O:21][CH2:22][C:23]4[CH:28]=[CH:27][CH:26]=[CH:25][N:24]=4)=[C:17]([F:29])[CH:16]=3)[CH:12]=2)=[O:6])[CH2:3][CH2:2]1.[ClH:32]. (3) Given the product [CH2:1]([O:3][C:4](=[O:17])[C:5]([O:8][C:9]1[CH:14]=[CH:13][C:12]([O:15][CH2:19][C:20]2[C:21]([CH2:37][O:38][CH3:39])=[N:22][C:23]([C:27]3[CH:32]=[CH:31][CH:30]=[C:29]([C:33]([F:36])([F:34])[F:35])[CH:28]=3)=[N:24][C:25]=2[CH3:26])=[CH:11][C:10]=1[CH3:16])([CH3:6])[CH3:7])[CH3:2], predict the reactants needed to synthesize it. The reactants are: [CH2:1]([O:3][C:4](=[O:17])[C:5]([O:8][C:9]1[CH:14]=[CH:13][C:12]([OH:15])=[CH:11][C:10]=1[CH3:16])([CH3:7])[CH3:6])[CH3:2].Cl[CH2:19][C:20]1[C:21]([CH2:37][O:38][CH3:39])=[N:22][C:23]([C:27]2[CH:32]=[CH:31][CH:30]=[C:29]([C:33]([F:36])([F:35])[F:34])[CH:28]=2)=[N:24][C:25]=1[CH3:26]. (4) Given the product [CH:13]([N:16]([CH2:17][C:18]1[O:22][N:21]=[C:20]([C:23]2[CH:28]=[CH:27][CH:26]=[CH:25][CH:24]=2)[N:19]=1)[C:9](=[O:10])[CH2:8][O:7][C:2]1[CH:3]=[CH:4][CH:5]=[CH:6][C:1]=1[CH3:12])([CH3:15])[CH3:14], predict the reactants needed to synthesize it. The reactants are: [C:1]1([CH3:12])[CH:6]=[CH:5][CH:4]=[CH:3][C:2]=1[O:7][CH2:8][C:9](Cl)=[O:10].[CH:13]([NH:16][CH2:17][C:18]1[O:22][N:21]=[C:20]([C:23]2[CH:28]=[CH:27][CH:26]=[CH:25][CH:24]=2)[N:19]=1)([CH3:15])[CH3:14].C(N(CC)CC)C. (5) Given the product [I:1][C:2]1[N:10]=[CH:9][N:8]=[C:7]2[C:3]=1[N:4]=[CH:5][N:6]2[CH2:20][O:19][CH2:18][CH2:17][Si:14]([CH3:16])([CH3:15])[CH3:13], predict the reactants needed to synthesize it. The reactants are: [I:1][C:2]1[N:10]=[CH:9][N:8]=[C:7]2[C:3]=1[N:4]=[CH:5][NH:6]2.[H-].[Na+].[CH3:13][Si:14]([CH2:17][CH2:18][O:19][CH2:20]Cl)([CH3:16])[CH3:15]. (6) Given the product [CH3:26][O:27][C:28]1[CH:35]=[CH:34][C:33]([N:36]2[C:40]([C:41]([F:44])([F:42])[F:43])=[N:39][N:38]=[N:37]2)=[CH:32][C:29]=1[CH2:30][NH:6][C@H:7]1[CH2:12][CH2:11][N:10]([C:13](=[O:19])[CH2:14][NH:15][C:16](=[O:18])[CH3:17])[CH2:9][C@H:8]1[C:20]1[CH:21]=[CH:22][CH:23]=[CH:24][CH:25]=1, predict the reactants needed to synthesize it. The reactants are: CS(O)(=O)=O.[NH2:6][C@H:7]1[CH2:12][CH2:11][N:10]([C:13](=[O:19])[CH2:14][NH:15][C:16](=[O:18])[CH3:17])[CH2:9][C@H:8]1[C:20]1[CH:25]=[CH:24][CH:23]=[CH:22][CH:21]=1.[CH3:26][O:27][C:28]1[CH:35]=[CH:34][C:33]([N:36]2[C:40]([C:41]([F:44])([F:43])[F:42])=[N:39][N:38]=[N:37]2)=[CH:32][C:29]=1[CH:30]=O.C(N(CC)CC)C.